From a dataset of Forward reaction prediction with 1.9M reactions from USPTO patents (1976-2016). Predict the product of the given reaction. (1) Given the reactants [C:1]([C:5]1[CH:6]=[C:7]([C:15]2[S:19][C:18]([C:20]([NH:22][C@H:23]3[CH2:26][C@H:25]([C:27]([O:29]C)=[O:28])[CH2:24]3)=[O:21])=[N:17][C:16]=2[CH2:31][CH:32]2[CH2:37][CH2:36][CH2:35][CH2:34][CH2:33]2)[CH:8]=[C:9]([C:11]([OH:14])([CH3:13])[CH3:12])[CH:10]=1)([CH3:4])([CH3:3])[CH3:2].O[Li].O.Cl, predict the reaction product. The product is: [C:1]([C:5]1[CH:6]=[C:7]([C:15]2[S:19][C:18]([C:20]([NH:22][C@H:23]3[CH2:24][C@H:25]([C:27]([OH:29])=[O:28])[CH2:26]3)=[O:21])=[N:17][C:16]=2[CH2:31][CH:32]2[CH2:33][CH2:34][CH2:35][CH2:36][CH2:37]2)[CH:8]=[C:9]([C:11]([OH:14])([CH3:13])[CH3:12])[CH:10]=1)([CH3:2])([CH3:3])[CH3:4]. (2) Given the reactants [CH2:1]1[C:5]2([CH2:10][CH2:9][NH:8][CH2:7][CH2:6]2)[CH2:4][CH2:3][N:2]1[C:11]1[CH:18]=[CH:17][C:14]([C:15]#[N:16])=[CH:13][N:12]=1.[CH:19]1([C:22]2[C:30]([CH:31]3[CH2:33][O:32]3)=[CH:29][CH:28]=[C:27]3[C:23]=2[CH2:24][O:25][C:26]3=[O:34])[CH2:21][CH2:20]1, predict the reaction product. The product is: [CH:19]1([C:22]2[C:30]([CH:31]([OH:32])[CH2:33][N:8]3[CH2:7][CH2:6][C:5]4([CH2:1][N:2]([C:11]5[CH:18]=[CH:17][C:14]([C:15]#[N:16])=[CH:13][N:12]=5)[CH2:3][CH2:4]4)[CH2:10][CH2:9]3)=[CH:29][CH:28]=[C:27]3[C:23]=2[CH2:24][O:25][C:26]3=[O:34])[CH2:20][CH2:21]1.